Dataset: NCI-60 drug combinations with 297,098 pairs across 59 cell lines. Task: Regression. Given two drug SMILES strings and cell line genomic features, predict the synergy score measuring deviation from expected non-interaction effect. (1) Drug 1: CCC(=C(C1=CC=CC=C1)C2=CC=C(C=C2)OCCN(C)C)C3=CC=CC=C3.C(C(=O)O)C(CC(=O)O)(C(=O)O)O. Synergy scores: CSS=8.59, Synergy_ZIP=-1.52, Synergy_Bliss=2.10, Synergy_Loewe=-7.02, Synergy_HSA=1.13. Cell line: EKVX. Drug 2: CC1CCC2CC(C(=CC=CC=CC(CC(C(=O)C(C(C(=CC(C(=O)CC(OC(=O)C3CCCCN3C(=O)C(=O)C1(O2)O)C(C)CC4CCC(C(C4)OC)O)C)C)O)OC)C)C)C)OC. (2) Drug 1: COC1=C(C=C2C(=C1)N=CN=C2NC3=CC(=C(C=C3)F)Cl)OCCCN4CCOCC4. Drug 2: CCC(=C(C1=CC=CC=C1)C2=CC=C(C=C2)OCCN(C)C)C3=CC=CC=C3.C(C(=O)O)C(CC(=O)O)(C(=O)O)O. Cell line: SR. Synergy scores: CSS=15.3, Synergy_ZIP=0.329, Synergy_Bliss=2.47, Synergy_Loewe=-9.38, Synergy_HSA=2.81. (3) Drug 1: CCC1(CC2CC(C3=C(CCN(C2)C1)C4=CC=CC=C4N3)(C5=C(C=C6C(=C5)C78CCN9C7C(C=CC9)(C(C(C8N6C=O)(C(=O)OC)O)OC(=O)C)CC)OC)C(=O)OC)O.OS(=O)(=O)O. Drug 2: CC1=C(C=C(C=C1)NC(=O)C2=CC=C(C=C2)CN3CCN(CC3)C)NC4=NC=CC(=N4)C5=CN=CC=C5. Cell line: HCT-15. Synergy scores: CSS=18.4, Synergy_ZIP=-3.09, Synergy_Bliss=3.54, Synergy_Loewe=-0.302, Synergy_HSA=-2.33.